This data is from Catalyst prediction with 721,799 reactions and 888 catalyst types from USPTO. The task is: Predict which catalyst facilitates the given reaction. (1) Reactant: [NH3:1].[CH3:2][O:3][C:4]([C:6]1[CH:11]=[C:10](Cl)[N:9]=[C:8]([Cl:13])[N:7]=1)=[O:5]. Product: [CH3:2][O:3][C:4]([C:6]1[CH:11]=[C:10]([NH2:1])[N:9]=[C:8]([Cl:13])[N:7]=1)=[O:5]. The catalyst class is: 16. (2) Reactant: [CH2:1]([O:8][CH2:9][C@@H:10]([CH2:13][CH2:14][N:15]1[CH:23]=[N:22][C:21]2[C:16]1=[N:17][C:18]([NH2:25])=[N:19][C:20]=2Cl)[CH2:11][OH:12])[C:2]1[CH:7]=[CH:6][CH:5]=[CH:4][CH:3]=1.Cl.[OH-:27].[Na+]. Product: [CH2:1]([O:8][CH2:9][C@@H:10]([CH2:13][CH2:14][N:15]1[CH:23]=[N:22][C:21]2[C:20](=[O:27])[NH:19][C:18]([NH2:25])=[N:17][C:16]1=2)[CH2:11][OH:12])[C:2]1[CH:7]=[CH:6][CH:5]=[CH:4][CH:3]=1. The catalyst class is: 7.